This data is from Full USPTO retrosynthesis dataset with 1.9M reactions from patents (1976-2016). The task is: Predict the reactants needed to synthesize the given product. (1) Given the product [C:21]([NH:1][C@@H:2]([CH2:6][C:7]1[CH:8]=[CH:9][C:10]([C:13]2[S:17](=[O:19])(=[O:18])[NH:16][C:15](=[O:20])[CH:14]=2)=[CH:11][CH:12]=1)[C:3]([OH:5])=[O:4])(=[O:23])[CH3:22], predict the reactants needed to synthesize it. The reactants are: [NH2:1][C@@H:2]([CH2:6][C:7]1[CH:12]=[CH:11][C:10]([C:13]2[S:17](=[O:19])(=[O:18])[NH:16][C:15](=[O:20])[CH:14]=2)=[CH:9][CH:8]=1)[C:3]([OH:5])=[O:4].[C:21](OC(=O)C)(=[O:23])[CH3:22].C(N(CC)C(C)C)(C)C. (2) Given the product [C:1]([O:5][C:6](=[O:7])[NH:8][CH2:9][CH2:10][C:11]([N:29]1[CH2:30][CH2:31][CH:26]([NH:25][C:23]([C:22]2[C:21]([O:20][C:19]3[CH:18]=[CH:17][C:16]([C:14]#[N:15])=[CH:46][CH:45]=3)=[N:35][C:34]([O:36][C:37]3[CH:42]=[CH:41][C:40]([C:43]#[N:44])=[CH:39][CH:38]=3)=[CH:33][CH:32]=2)=[O:24])[CH2:27][CH2:28]1)=[O:13])([CH3:2])([CH3:3])[CH3:4], predict the reactants needed to synthesize it. The reactants are: [C:1]([O:5][C:6]([NH:8][CH2:9][CH2:10][C:11]([OH:13])=O)=[O:7])([CH3:4])([CH3:3])[CH3:2].[C:14]([C:16]1[CH:46]=[CH:45][C:19]([O:20][C:21]2[N:35]=[C:34]([O:36][C:37]3[CH:42]=[CH:41][C:40]([C:43]#[N:44])=[CH:39][CH:38]=3)[CH:33]=[CH:32][C:22]=2[C:23]([NH:25][CH:26]2[CH2:31][CH2:30][NH:29][CH2:28][CH2:27]2)=[O:24])=[CH:18][CH:17]=1)#[N:15].